From a dataset of Forward reaction prediction with 1.9M reactions from USPTO patents (1976-2016). Predict the product of the given reaction. Given the reactants C(O)=O.[CH3:4][N:5]([CH3:36])[C:6](=[O:35])[O:7][C:8]1[CH:13]=[CH:12][C:11]([CH2:14][CH2:15][NH:16][C:17]([N:19]2[CH2:24][CH2:23][CH:22]([NH:25][C:26]3[CH:31]=[CH:30][C:29]([CH2:32][CH2:33][NH2:34])=[CH:28][CH:27]=3)[CH2:21][CH2:20]2)=[O:18])=[CH:10][CH:9]=1.C([Si]([O:54][C:55]1[CH:60]=[CH:59][C:58]([O:61][CH2:62][CH:63]2[CH2:65][O:64]2)=[CH:57][CH:56]=1)(C1C=CC=CC=1)C1C=CC=CC=1)(C)(C)C, predict the reaction product. The product is: [OH:64][C@H:63]([CH2:62][O:61][C:58]1[CH:59]=[CH:60][C:55]([OH:54])=[CH:56][CH:57]=1)[CH2:65][NH:34][CH2:33][CH2:32][C:29]1[CH:28]=[CH:27][C:26]([NH:25][CH:22]2[CH2:21][CH2:20][N:19]([C:17]([NH:16][CH2:15][CH2:14][C:11]3[CH:10]=[CH:9][C:8]([O:7][C:6](=[O:35])[N:5]([CH3:4])[CH3:36])=[CH:13][CH:12]=3)=[O:18])[CH2:24][CH2:23]2)=[CH:31][CH:30]=1.